From a dataset of Catalyst prediction with 721,799 reactions and 888 catalyst types from USPTO. Predict which catalyst facilitates the given reaction. (1) Reactant: Br[C:2]1[C:11]2[C:6](=[CH:7][CH:8]=[CH:9][CH:10]=2)[CH:5]=[CH:4][C:3]=1[CH:12]=[CH:13][CH2:14][CH3:15].C([Li])CCC.CN(C)[CH:23]=[O:24].[Cl-].[NH4+]. Product: [CH:12]([C:3]1[CH:4]=[CH:5][C:6]2[C:11](=[CH:10][CH:9]=[CH:8][CH:7]=2)[C:2]=1[CH:23]=[O:24])=[CH:13][CH2:14][CH3:15]. The catalyst class is: 7. (2) Reactant: [F:1][C:2]1[CH:7]=[CH:6][C:5]([N:8]2[C:12](=[O:13])[C:11]([C:14]([O:16][CH2:17][C:18]3[CH:23]=[CH:22][CH:21]=[CH:20][CH:19]=3)=[O:15])=[C:10]([CH3:24])[NH:9]2)=[CH:4][CH:3]=1.F[C:26](F)(F)S(OC)(=O)=O. Product: [CH2:17]([O:16][C:14]([C:11]1[C:12](=[O:13])[N:8]([C:5]2[CH:4]=[CH:3][C:2]([F:1])=[CH:7][CH:6]=2)[N:9]([CH3:26])[C:10]=1[CH3:24])=[O:15])[C:18]1[CH:19]=[CH:20][CH:21]=[CH:22][CH:23]=1. The catalyst class is: 4. (3) Reactant: [Br:1][C:2]1[C:3](Cl)=[N:4][C:5]([Cl:8])=[N:6][CH:7]=1.[CH2:10]([CH:12]([NH2:15])[CH2:13][CH3:14])[CH3:11].C(N(CC)C(C)C)(C)C. Product: [Br:1][C:2]1[C:3]([NH:15][CH:12]([CH2:13][CH3:14])[CH2:10][CH3:11])=[N:4][C:5]([Cl:8])=[N:6][CH:7]=1. The catalyst class is: 8. (4) The catalyst class is: 10. Product: [CH3:4][C:2]([O:5][C@H:6]([CH3:43])[C@@H:7]([C:40]([O-:42])=[O:41])[NH:8][C:9]([C:11]1[CH:16]=[CH:15][C:14]([C:17]2[CH:18]=[N:19][C:20]([O:23][CH3:24])=[CH:21][CH:22]=2)=[CH:13][C:12]=1[NH:25][C:26]([NH:28][C:29]1[C:30]([CH3:39])=[CH:31][C:32]([CH2:36][O:37][CH3:38])=[CH:33][C:34]=1[CH3:35])=[O:27])=[O:10])([CH3:1])[CH3:3].[K+:49]. Reactant: [CH3:1][C:2]([O:5][C@H:6]([CH3:43])[C@@H:7]([C:40]([OH:42])=[O:41])[NH:8][C:9]([C:11]1[CH:16]=[CH:15][C:14]([C:17]2[CH:18]=[N:19][C:20]([O:23][CH3:24])=[CH:21][CH:22]=2)=[CH:13][C:12]=1[NH:25][C:26]([NH:28][C:29]1[C:34]([CH3:35])=[CH:33][C:32]([CH2:36][O:37][CH3:38])=[CH:31][C:30]=1[CH3:39])=[O:27])=[O:10])([CH3:4])[CH3:3].CC(C)([O-])C.[K+:49].